This data is from HIV replication inhibition screening data with 41,000+ compounds from the AIDS Antiviral Screen. The task is: Binary Classification. Given a drug SMILES string, predict its activity (active/inactive) in a high-throughput screening assay against a specified biological target. The molecule is CCN1CC2(C)CCC(OC)C34C5CC6CCC(O)(C5C(=O)O6)C(C(O)C23)C14. The result is 0 (inactive).